This data is from Full USPTO retrosynthesis dataset with 1.9M reactions from patents (1976-2016). The task is: Predict the reactants needed to synthesize the given product. (1) Given the product [NH2:1][C:2]1[N:7]=[CH:6][C:5]([C:8]2[CH:9]=[CH:10][C:11]3[N:12]([CH:14]=[C:15]([NH:17][C:18](=[O:20])[CH3:19])[N:16]=3)[N:13]=2)=[CH:4][C:3]=1[C:24]1[CH:25]=[CH:26][CH:27]=[CH:28][C:23]=1[O:22][C:29]1[CH:30]=[CH:31][CH:32]=[CH:33][CH:34]=1, predict the reactants needed to synthesize it. The reactants are: [NH2:1][C:2]1[N:7]=[CH:6][C:5]([C:8]2[CH:9]=[CH:10][C:11]3[N:12]([CH:14]=[C:15]([NH:17][C:18](=[O:20])[CH3:19])[N:16]=3)[N:13]=2)=[CH:4][C:3]=1Cl.[O:22]([C:29]1[CH:34]=[CH:33][CH:32]=[CH:31][C:30]=1B(O)O)[C:23]1[CH:28]=[CH:27][CH:26]=[CH:25][CH:24]=1.C(=O)([O-])[O-].[Na+].[Na+]. (2) Given the product [ClH:14].[O:13]=[S:12]1[O:11][C@@H:8]([CH2:7][N:1]2[CH2:6][CH2:5][O:4][CH2:3][CH2:2]2)[CH2:9][O:10]1, predict the reactants needed to synthesize it. The reactants are: [N:1]1([CH2:7][C@H:8]([OH:11])[CH2:9][OH:10])[CH2:6][CH2:5][O:4][CH2:3][CH2:2]1.[S:12](Cl)([Cl:14])=[O:13]. (3) Given the product [Si:1]([O:8][CH2:9][C@@H:10]([N:14]([CH2:22][C:23](=[O:24])[C:32]([CH3:34])=[CH2:33])[C:15](=[O:21])[O:16][C:17]([CH3:19])([CH3:20])[CH3:18])[C:11]([CH3:13])=[CH2:12])([C:4]([CH3:5])([CH3:7])[CH3:6])([CH3:3])[CH3:2], predict the reactants needed to synthesize it. The reactants are: [Si:1]([O:8][CH2:9][C@@H:10]([N:14]([CH2:22][C:23](N(OC)C)=[O:24])[C:15](=[O:21])[O:16][C:17]([CH3:20])([CH3:19])[CH3:18])[C:11]([CH3:13])=[CH2:12])([C:4]([CH3:7])([CH3:6])[CH3:5])([CH3:3])[CH3:2].[Si](OC[C@@H](N(CC(=O)C(C)=C)C(=O)OC(C)(C)C)C=C)([C:32](C)([CH3:34])[CH3:33])(C)C.C([Mg]Br)=CC(=C)C. (4) Given the product [CH3:1][C:2]([CH3:27])([CH3:26])[CH2:3][O:4][C:5]1[C:10]([O:11][CH3:12])=[CH:9][CH:8]=[CH:7][C:6]=1/[CH:13]=[CH:14]/[C:15]1[N:16]=[C:17]2[N:21]([C:22]=1[C:23]([NH:35][C:33]1[S:34][C:30]([C:29]([F:37])([F:36])[F:28])=[N:31][N:32]=1)=[O:24])[CH:20]=[CH:19][S:18]2, predict the reactants needed to synthesize it. The reactants are: [CH3:1][C:2]([CH3:27])([CH3:26])[CH2:3][O:4][C:5]1[C:10]([O:11][CH3:12])=[CH:9][CH:8]=[CH:7][C:6]=1/[CH:13]=[CH:14]/[C:15]1[N:16]=[C:17]2[N:21]([C:22]=1[C:23](O)=[O:24])[CH:20]=[CH:19][S:18]2.[F:28][C:29]([F:37])([F:36])[C:30]1[S:34][C:33]([NH2:35])=[N:32][N:31]=1.CCN=C=NCCCN(C)C.Cl. (5) Given the product [F:32][C:29]1[CH:30]=[CH:31][C:26]([C:25]2[N:21]([CH2:20][CH2:19][CH:13]([OH:14])[CH2:12][CH:11]([OH:16])[CH2:10][C:9]([N:8]([C:52]3[CH:57]=[CH:56][CH:55]=[CH:54][CH:53]=3)[C:2]3[CH:7]=[CH:6][CH:5]=[CH:4][CH:3]=3)=[O:51])[C:22]([CH:48]([CH3:50])[CH3:49])=[C:23]([C:39]([NH:41][C:42]3[CH:47]=[CH:46][CH:45]=[CH:44][CH:43]=3)=[O:40])[C:24]=2[C:33]2[CH:38]=[CH:37][CH:36]=[CH:35][CH:34]=2)=[CH:27][CH:28]=1, predict the reactants needed to synthesize it. The reactants are: Cl.[C:2]1([N:8]([C:52]2[CH:57]=[CH:56][CH:55]=[CH:54][CH:53]=2)[C:9](=[O:51])[CH2:10][C@@H:11]2[O:16]C(C)(C)[O:14][C@H:13]([CH2:19][CH2:20][N:21]3[C:25]([C:26]4[CH:31]=[CH:30][C:29]([F:32])=[CH:28][CH:27]=4)=[C:24]([C:33]4[CH:38]=[CH:37][CH:36]=[CH:35][CH:34]=4)[C:23]([C:39]([NH:41][C:42]4[CH:47]=[CH:46][CH:45]=[CH:44][CH:43]=4)=[O:40])=[C:22]3[CH:48]([CH3:50])[CH3:49])[CH2:12]2)[CH:7]=[CH:6][CH:5]=[CH:4][CH:3]=1. (6) Given the product [O:26]=[C:17]1[C:18]2[C:19](=[CH:22][CH:23]=[CH:24][CH:25]=2)[C:20](=[O:21])[N:16]1[CH2:15][CH2:14][N:1]1[CH:5]=[CH:4][C:3]([C:6]([O:8][C:9]([CH3:12])([CH3:11])[CH3:10])=[O:7])=[N:2]1, predict the reactants needed to synthesize it. The reactants are: [NH:1]1[CH:5]=[CH:4][C:3]([C:6]([O:8][C:9]([CH3:12])([CH3:11])[CH3:10])=[O:7])=[N:2]1.Br[CH2:14][CH2:15][N:16]1[C:20](=[O:21])[C:19]2=[CH:22][CH:23]=[CH:24][CH:25]=[C:18]2[C:17]1=[O:26].C(=O)([O-])[O-].[Cs+].[Cs+]. (7) Given the product [NH2:7][C@H:8]([C:31]1[CH:32]=[CH:33][CH:34]=[CH:35][CH:36]=1)[CH2:9][CH2:10][N:11]1[CH2:12][CH2:13][C:14]2([NH:18][C:17](=[O:19])[N:16]([CH2:20][C:21]3[CH:26]=[CH:25][C:24]([Br:27])=[CH:23][CH:22]=3)[C:15]2=[O:28])[CH2:29][CH2:30]1, predict the reactants needed to synthesize it. The reactants are: C(OC(=O)[NH:7][C@H:8]([C:31]1[CH:36]=[CH:35][CH:34]=[CH:33][CH:32]=1)[CH2:9][CH2:10][N:11]1[CH2:30][CH2:29][C:14]2([NH:18][C:17](=[O:19])[N:16]([CH2:20][C:21]3[CH:26]=[CH:25][C:24]([Br:27])=[CH:23][CH:22]=3)[C:15]2=[O:28])[CH2:13][CH2:12]1)(C)(C)C.C(Cl)Cl.C(O)(C(F)(F)F)=O.[OH-].[Na+]. (8) Given the product [Br:1][C:2]1[CH:3]=[C:4]([CH3:9])[C:5]([N:10]2[CH2:15][CH2:14][CH:13]([C:16]([O:18][CH3:19])=[O:17])[CH2:12][CH2:11]2)=[N:6][CH:7]=1, predict the reactants needed to synthesize it. The reactants are: [Br:1][C:2]1[CH:3]=[C:4]([CH3:9])[C:5](Cl)=[N:6][CH:7]=1.[NH:10]1[CH2:15][CH2:14][CH:13]([C:16]([O:18][CH3:19])=[O:17])[CH2:12][CH2:11]1.CCN(C(C)C)C(C)C.